Task: Predict the reaction yield, written as a fraction of the theoretical maximum amount of product (1.0 means a 100% yield; for example, 0.34 means a 34% yield).. Dataset: Reaction yield outcomes from USPTO patents with 853,638 reactions The reactants are [F:1][C:2]1[CH:3]=[CH:4][C:5]([CH:8]=O)=[N:6][CH:7]=1.Cl.[NH2:11][OH:12].[OH-].[Na+].Cl. The catalyst is C(O)C.O. The product is [F:1][C:2]1[CH:3]=[CH:4][C:5]([CH:8]=[N:11][OH:12])=[N:6][CH:7]=1. The yield is 0.790.